Dataset: Forward reaction prediction with 1.9M reactions from USPTO patents (1976-2016). Task: Predict the product of the given reaction. (1) Given the reactants [Cl:1][C:2]1[N:7]=[C:6]([NH:8][CH:9]2[CH2:12][CH2:11][CH2:10]2)[CH:5]=[N:4][CH:3]=1.[CH2:13]([Li])CCC.CI.[Cl-].[NH4+], predict the reaction product. The product is: [Cl:1][C:2]1[N:7]=[C:6]([N:8]([CH:9]2[CH2:12][CH2:11][CH2:10]2)[CH3:13])[CH:5]=[N:4][CH:3]=1. (2) Given the reactants [CH:1]1([C:4](=O)[CH2:5][C:6]([O:8]C)=O)[CH2:3][CH2:2]1.[CH3:11][NH:12][NH2:13], predict the reaction product. The product is: [CH:1]1([C:4]2[CH2:5][C:6](=[O:8])[N:12]([CH3:11])[N:13]=2)[CH2:3][CH2:2]1. (3) Given the reactants [O:1]=[C:2]([C:13]1[O:14][C:15]([C:18]2[CH:23]=[CH:22][CH:21]=[CH:20][N:19]=2)=[CH:16][N:17]=1)[CH2:3][CH2:4][CH2:5][CH2:6][C:7]#[C:8][Si](C)(C)C.[N+](CCCC)(CCCC)(CCCC)CCCC.[F-], predict the reaction product. The product is: [O:1]=[C:2]([C:13]1[O:14][C:15]([C:18]2[CH:23]=[CH:22][CH:21]=[CH:20][N:19]=2)=[CH:16][N:17]=1)[CH2:3][CH2:4][CH2:5][CH2:6][C:7]#[CH:8]. (4) Given the reactants Br[C:2]1[CH:3]=[CH:4][C:5]2[O:15][CH2:14][CH2:13][C:12]3[S:11][C:10]([C:16]([NH2:18])=[O:17])=[N:9][C:8]=3[C:6]=2[CH:7]=1.[CH3:19][C:20]([CH3:24])([C:22]#[CH:23])[OH:21], predict the reaction product. The product is: [OH:21][C:20]([CH3:24])([CH3:19])[C:22]#[C:23][C:2]1[CH:3]=[CH:4][C:5]2[O:15][CH2:14][CH2:13][C:12]3[S:11][C:10]([C:16]([NH2:18])=[O:17])=[N:9][C:8]=3[C:6]=2[CH:7]=1. (5) Given the reactants [CH:1]12[CH2:10][CH:5]3[CH2:6][CH:7]([CH2:9][CH:3]([CH2:4]3)[CH:2]1[N:11]1[C:14](=[O:15])[C:13]([CH3:17])([CH3:16])[NH:12]1)[CH2:8]2.[Cl:18][C:19]1[C:26]([Cl:27])=[CH:25][CH:24]=[CH:23][C:20]=1[CH2:21]Br, predict the reaction product. The product is: [Cl:18][C:19]1[C:26]([Cl:27])=[CH:25][CH:24]=[CH:23][C:20]=1[CH2:21][N:12]1[C:13]([CH3:17])([CH3:16])[C:14](=[O:15])[N:11]1[CH:2]1[CH:3]2[CH2:4][CH:5]3[CH2:6][CH:7]([CH2:8][CH:1]1[CH2:10]3)[CH2:9]2. (6) Given the reactants [OH:1][C:2]1([C@H:5]([NH:11][C:12]2[CH2:16][S:15][C:14](=[O:17])[N:13]=2)[C:6]([N:8]([CH3:10])[CH3:9])=[O:7])[CH2:4][CH2:3]1.[F:18][C:19]([F:40])([F:39])[C:20]1[CH:34]=[C:33]([C:35]([F:38])([F:37])[F:36])[CH:32]=[CH:31][C:21]=1[CH2:22][N:23]1[CH2:28][CH2:27][CH:26]([CH:29]=O)[CH2:25][CH2:24]1.C([O-])(=O)C.[NH2+]1CCCCC1, predict the reaction product. The product is: [F:40][C:19]([F:18])([F:39])[C:20]1[CH:34]=[C:33]([C:35]([F:38])([F:37])[F:36])[CH:32]=[CH:31][C:21]=1[CH2:22][N:23]1[CH2:28][CH2:27][CH:26](/[CH:29]=[C:16]2/[C:12]([NH:11][C@@H:5]([C:2]3([OH:1])[CH2:3][CH2:4]3)[C:6]([N:8]([CH3:10])[CH3:9])=[O:7])=[N:13][C:14](=[O:17])[S:15]/2)[CH2:25][CH2:24]1. (7) Given the reactants [F:1][C:2]([F:45])([F:44])[C:3]1[CH:4]=[C:5]([CH:37]=[C:38]([C:40]([F:43])([F:42])[F:41])[CH:39]=1)[CH2:6][N:7]([CH2:15][C:16]1[CH:21]=[C:20]([C:22]([F:25])([F:24])[F:23])[CH:19]=[CH:18][C:17]=1[NH:26][C:27](=[O:36])[O:28][CH2:29][C:30]1[CH:35]=[CH:34][CH:33]=[CH:32][CH:31]=1)[C:8]1[N:13]=[CH:12][C:11]([Br:14])=[CH:10][N:9]=1.[H-].[Na+].[CH2:48](I)[CH3:49].O, predict the reaction product. The product is: [F:45][C:2]([F:1])([F:44])[C:3]1[CH:4]=[C:5]([CH:37]=[C:38]([C:40]([F:42])([F:41])[F:43])[CH:39]=1)[CH2:6][N:7]([CH2:15][C:16]1[CH:21]=[C:20]([C:22]([F:23])([F:24])[F:25])[CH:19]=[CH:18][C:17]=1[N:26]([CH2:48][CH3:49])[C:27](=[O:36])[O:28][CH2:29][C:30]1[CH:35]=[CH:34][CH:33]=[CH:32][CH:31]=1)[C:8]1[N:13]=[CH:12][C:11]([Br:14])=[CH:10][N:9]=1.